From a dataset of Retrosynthesis with 50K atom-mapped reactions and 10 reaction types from USPTO. Predict the reactants needed to synthesize the given product. (1) Given the product NC(=O)[C@@H]1C[C@H](C(N)=O)N1, predict the reactants needed to synthesize it. The reactants are: NC(=O)[C@@H]1C[C@H](C(=O)NCc2ccccc2)N1. (2) Given the product CC1CN(c2cc3nc4c(cc3cc2F)c(=O)c(C(=O)O)cn4C2CC2)CCN1C, predict the reactants needed to synthesize it. The reactants are: C=O.CC1CN(c2cc3nc4c(cc3cc2F)c(=O)c(C(=O)O)cn4C2CC2)CCN1. (3) Given the product CC1(C)OB(c2cnn(CCCl)c2)OC1(C)C, predict the reactants needed to synthesize it. The reactants are: CC1(C)OB(c2cn[nH]c2)OC1(C)C.ClCCBr.